From a dataset of Retrosynthesis with 50K atom-mapped reactions and 10 reaction types from USPTO. Predict the reactants needed to synthesize the given product. (1) Given the product CC(C)(C)OC(=O)NC1(C(=O)Nc2ccc(Br)cc2)COC(c2ccccc2)OC1, predict the reactants needed to synthesize it. The reactants are: CC(C)(C)OC(=O)NC1(C(=O)O)COC(c2ccccc2)OC1.Nc1ccc(Br)cc1. (2) Given the product COC(=O)c1sc(-n2cnc3cc(Cl)c(Cl)cc32)cc1OCc1cccs1, predict the reactants needed to synthesize it. The reactants are: COC(=O)c1sc(-n2cnc3cc(Cl)c(Cl)cc32)cc1O.OCc1cccs1. (3) Given the product Cc1ccc(N=C2NCCN2)cc1O, predict the reactants needed to synthesize it. The reactants are: COc1cc(N=C2NCCN2)ccc1C. (4) Given the product O=C(Nc1ccc(C(=O)N2CCCc3ccccc32)cc1)c1cccc(O)c1, predict the reactants needed to synthesize it. The reactants are: CC(=O)Oc1cccc(C(=O)Nc2ccc(C(=O)N3CCCc4ccccc43)cc2)c1. (5) Given the product CCN(C)C(=O)c1cc(-c2ccc(OCc3ccccc3)cn2)n(-c2ccc(C)nc2)n1, predict the reactants needed to synthesize it. The reactants are: CCNC.Cc1ccc(-n2nc(C(=O)O)cc2-c2ccc(OCc3ccccc3)cn2)cn1. (6) Given the product CC(=O)C1CCN(Cc2ccccc2)CC1, predict the reactants needed to synthesize it. The reactants are: CON(C)C(=O)C1CCN(Cc2ccccc2)CC1. (7) Given the product CN(C)C(=O)c1cc(I)ccc1F, predict the reactants needed to synthesize it. The reactants are: CNC.O=C(Cl)c1cc(I)ccc1F.